From a dataset of Reaction yield outcomes from USPTO patents with 853,638 reactions. Predict the reaction yield, written as a fraction of the theoretical maximum amount of product (1.0 means a 100% yield; for example, 0.34 means a 34% yield). (1) The reactants are [F:1][C:2]1[C:10]([F:11])=[CH:9][CH:8]=[C:7]([O:12][CH2:13][C:14]([CH3:16])=[CH2:15])[C:3]=1[C:4]([OH:6])=[O:5].Cl[CH2:18][C:19]([CH3:21])=[CH2:20].C(=O)([O-])[O-].[K+].[K+]. The catalyst is CN(C=O)C. The product is [F:1][C:2]1[C:10]([F:11])=[CH:9][CH:8]=[C:7]([O:12][CH2:13][C:14]([CH3:16])=[CH2:15])[C:3]=1[C:4]([O:6][CH2:20][C:19]([CH3:21])=[CH2:18])=[O:5]. The yield is 0.870. (2) The reactants are [CH3:1][C:2]1[CH:10]=[C:9]2[C:5]([CH2:6][O:7][C:8]2=[O:11])=[CH:4][CH:3]=1.[OH-:12].[K+]. The catalyst is CO.O. The product is [OH:12][CH2:6][C:5]1[CH:4]=[CH:3][C:2]([CH3:1])=[CH:10][C:9]=1[C:8]([OH:7])=[O:11]. The yield is 0.594.